Dataset: Peptide-MHC class I binding affinity with 185,985 pairs from IEDB/IMGT. Task: Regression. Given a peptide amino acid sequence and an MHC pseudo amino acid sequence, predict their binding affinity value. This is MHC class I binding data. (1) The peptide sequence is ILKEPVHGV. The MHC is HLA-B35:01 with pseudo-sequence HLA-B35:01. The binding affinity (normalized) is 0. (2) The peptide sequence is GLAIFLPLV. The MHC is HLA-A02:06 with pseudo-sequence HLA-A02:06. The binding affinity (normalized) is 0.860. (3) The peptide sequence is ALFEDYPGC. The MHC is HLA-A69:01 with pseudo-sequence HLA-A69:01. The binding affinity (normalized) is 0.0847. (4) The peptide sequence is ITSQSGQVL. The MHC is HLA-B15:17 with pseudo-sequence HLA-B15:17. The binding affinity (normalized) is 0.898. (5) The peptide sequence is KTVWFVPSI. The MHC is HLA-A32:01 with pseudo-sequence HLA-A32:01. The binding affinity (normalized) is 0.824. (6) The MHC is HLA-A02:01 with pseudo-sequence HLA-A02:01. The binding affinity (normalized) is 0.622. The peptide sequence is RLSPFPALV.